This data is from hERG Central: cardiac toxicity at 1µM, 10µM, and general inhibition. The task is: Predict hERG channel inhibition at various concentrations. (1) The compound is CCOC(=O)N1CCN(C(=O)c2ccc(Cl)c(NC(=O)c3cccs3)c2)CC1. Results: hERG_inhib (hERG inhibition (general)): blocker. (2) The molecule is Cc1cc(C)c[n+](CC(=O)c2c(C)cc(C)c([N+](=O)[O-])c2C)c1.[Br-]. Results: hERG_inhib (hERG inhibition (general)): blocker.